This data is from Catalyst prediction with 721,799 reactions and 888 catalyst types from USPTO. The task is: Predict which catalyst facilitates the given reaction. (1) Reactant: C(=O)([O-])[O-].[K+].[K+].[C:7]([NH:11][NH:12][C:13]([C:15]1[CH:33]=[CH:32][C:18]2[O:19][CH2:20][CH:21]([CH2:23][O:24][Si:25]([C:28]([CH3:31])([CH3:30])[CH3:29])([CH3:27])[CH3:26])[O:22][C:17]=2[C:16]=1[CH3:34])=[O:14])([CH3:10])([CH3:9])[CH3:8].[CH3:35][C:36]1[CH:37]=[C:38]([CH:42]=[C:43]([CH3:45])[CH:44]=1)[C:39](Cl)=[O:40].CCOCC.CCCCCC. Product: [C:7]([N:11]([C:39](=[O:40])[C:38]1[CH:42]=[C:43]([CH3:45])[CH:44]=[C:36]([CH3:35])[CH:37]=1)[NH:12][C:13]([C:15]1[CH:33]=[CH:32][C:18]2[O:19][CH2:20][CH:21]([CH2:23][O:24][Si:25]([C:28]([CH3:31])([CH3:30])[CH3:29])([CH3:27])[CH3:26])[O:22][C:17]=2[C:16]=1[CH3:34])=[O:14])([CH3:10])([CH3:9])[CH3:8]. The catalyst class is: 13. (2) Reactant: CC(OC(/N=N/C(OC(C)C)=O)=O)C.[F:15][C:16]1[CH:25]=[C:24]([OH:26])[CH:23]=[CH:22][C:17]=1[C:18]([O:20]C)=[O:19].[CH:27]([C:30]1[N:34]=[C:33]([N:35]2[CH2:40][CH2:39][CH:38]([CH2:41][CH2:42][CH2:43]O)[CH2:37][CH2:36]2)[O:32][N:31]=1)([CH3:29])[CH3:28].C1C=CC(P(C2C=CC=CC=2)C2C=CC=CC=2)=CC=1.O[Li].O. The catalyst class is: 87. Product: [F:15][C:16]1[CH:25]=[C:24]([O:26][CH2:43][CH2:42][CH2:41][CH:38]2[CH2:39][CH2:40][N:35]([C:33]3[O:32][N:31]=[C:30]([CH:27]([CH3:28])[CH3:29])[N:34]=3)[CH2:36][CH2:37]2)[CH:23]=[CH:22][C:17]=1[C:18]([OH:20])=[O:19].